This data is from Full USPTO retrosynthesis dataset with 1.9M reactions from patents (1976-2016). The task is: Predict the reactants needed to synthesize the given product. (1) Given the product [CH3:32][O:31][C:30]1[C:3](=[O:2])[C:4]([CH3:37])=[C:5]([CH2:6][C:7]2[CH:8]=[CH:9][C:10]([O:21][C:22]3[CH:27]=[CH:26][N:25]=[CH:24][CH:23]=3)=[C:11]([CH:20]=2)[C:12]([N:14]2[CH2:15][CH2:16][CH2:17][CH2:18][CH2:19]2)=[O:13])[C:28](=[O:35])[C:29]=1[O:33][CH3:34], predict the reactants needed to synthesize it. The reactants are: C[O:2][C:3]1[C:4]([CH3:37])=[C:5]([C:28]([O:35]C)=[C:29]([O:33][CH3:34])[C:30]=1[O:31][CH3:32])[CH2:6][C:7]1[CH:8]=[CH:9][C:10]([O:21][C:22]2[CH:27]=[CH:26][N:25]=[CH:24][CH:23]=2)=[C:11]([CH:20]=1)[C:12]([N:14]1[CH2:19][CH2:18][CH2:17][CH2:16][CH2:15]1)=[O:13].O=[N+]([O-])[O-].[O-][N+](=O)[O-].[O-][N+](=O)[O-].[O-][N+](=O)[O-].[O-][N+](=O)[O-].[O-][N+](=O)[O-].[Ce+4].[NH4+].[NH4+]. (2) Given the product [ClH:41].[CH2:1]([O:3][C:4]1[CH:5]=[CH:6][C:7]([N:10]2[CH:18]=[N:17][C:16]3[C:11]2=[N:12][C:13]([NH:19][C:20]2[CH:21]=[N:22][N:23]([CH2:25][CH2:26][CH2:27][CH:28]4[CH2:33][CH2:32][NH:31][CH2:30][CH2:29]4)[CH:24]=2)=[N:14][CH:15]=3)=[CH:8][CH:9]=1)[CH3:2], predict the reactants needed to synthesize it. The reactants are: [CH2:1]([O:3][C:4]1[CH:9]=[CH:8][C:7]([N:10]2[CH:18]=[N:17][C:16]3[C:11]2=[N:12][C:13]([NH:19][C:20]2[CH:21]=[N:22][N:23]([CH2:25][CH2:26][CH2:27][CH:28]4[CH2:33][CH2:32][N:31](C(OC(C)(C)C)=O)[CH2:30][CH2:29]4)[CH:24]=2)=[N:14][CH:15]=3)=[CH:6][CH:5]=1)[CH3:2].[ClH:41]. (3) Given the product [C:16]1([CH:12]2[CH2:13][CH2:14][CH2:15][N:10]([C:8]([C:5]3[CH:6]=[CH:7][C:2]([C:25]4[CH:26]=[CH:27][CH:28]=[CH:29][C:24]=4[C:23]([F:34])([F:33])[F:22])=[CH:3][CH:4]=3)=[O:9])[CH2:11]2)[CH:21]=[CH:20][CH:19]=[CH:18][CH:17]=1, predict the reactants needed to synthesize it. The reactants are: Br[C:2]1[CH:7]=[CH:6][C:5]([C:8]([N:10]2[CH2:15][CH2:14][CH2:13][CH:12]([C:16]3[CH:21]=[CH:20][CH:19]=[CH:18][CH:17]=3)[CH2:11]2)=[O:9])=[CH:4][CH:3]=1.[F:22][C:23]([F:34])([F:33])[C:24]1[CH:29]=[CH:28][CH:27]=[CH:26][C:25]=1B(O)O.C(=O)([O-])[O-].[Na+].[Na+].C1(C)C=CC=CC=1. (4) Given the product [CH3:9][O:10][C:11]1[N:20]=[CH:19][C:18]([N+:7]([O-:8])=[O:6])=[C:17]([O:21][CH3:22])[C:12]=1[C:13]([O:15][CH3:16])=[O:14], predict the reactants needed to synthesize it. The reactants are: F[B-](F)(F)F.[O:6]=[N+:7]=[O:8].[CH3:9][O:10][C:11]1[N:20]=[CH:19][CH:18]=[C:17]([O:21][CH3:22])[C:12]=1[C:13]([O:15][CH3:16])=[O:14].